Dataset: Full USPTO retrosynthesis dataset with 1.9M reactions from patents (1976-2016). Task: Predict the reactants needed to synthesize the given product. (1) Given the product [Cl:1][C:2]1[CH:10]=[CH:9][CH:8]=[C:7]2[C:3]=1[C:4]([CH:14]([C:4]1[C:3]3[C:7](=[CH:8][CH:9]=[CH:10][C:2]=3[Cl:1])[N:6]([CH2:4][C:3]3[CH:7]=[CH:8][CH:9]=[CH:10][CH:2]=3)[CH:5]=1)[C:13]1[CH:16]=[CH:17][C:18]([F:20])=[CH:19][C:12]=1[Cl:11])=[CH:5][N:6]2[CH2:21][C:22]1[CH:27]=[CH:26][CH:25]=[CH:24][CH:23]=1, predict the reactants needed to synthesize it. The reactants are: [Cl:1][C:2]1[CH:10]=[CH:9][CH:8]=[C:7]2[C:3]=1[CH:4]=[CH:5][NH:6]2.[Cl:11][C:12]1[CH:19]=[C:18]([F:20])[CH:17]=[CH:16][C:13]=1[CH:14]=O.[CH2:21](Br)[C:22]1[CH:27]=[CH:26][CH:25]=[CH:24][CH:23]=1. (2) Given the product [Cl:8][C:7]1[C:2]([C:17]([C:19]([F:22])([F:21])[F:20])=[CH2:18])=[N:3][CH:4]=[CH:5][CH:6]=1, predict the reactants needed to synthesize it. The reactants are: Br[C:2]1[C:7]([Cl:8])=[CH:6][CH:5]=[CH:4][N:3]=1.CC1(C)CC(C)OB([C:17]([C:19]([F:22])([F:21])[F:20])=[CH2:18])O1.C(=O)([O-])[O-].[K+].[K+]. (3) Given the product [CH3:32][O:33][C:34]1[CH:35]=[CH:36][C:37]([CH2:40][CH2:41][CH2:42][CH2:43][N:11]([C@H:25]2[CH2:30][CH2:29][C@H:28]([CH3:31])[CH2:27][CH2:26]2)[C:12](=[O:24])[NH:59][C:57]2[S:58][C:54]([S:53][C:50]([CH3:51])([CH3:52])[C:49]([OH:48])=[O:60])=[CH:55][N:56]=2)=[CH:38][CH:39]=1, predict the reactants needed to synthesize it. The reactants are: ClC1C=C(CCC[N:11]([C@H:25]2[CH2:30][CH2:29][C@H:28]([CH3:31])[CH2:27][CH2:26]2)[C:12](=[O:24])NC2SC(SCC(O)=O)=CN=2)C=CC=1.[CH3:32][O:33][C:34]1[CH:39]=[CH:38][C:37]([CH2:40][CH2:41][CH2:42][C:43](O)=O)=[CH:36][CH:35]=1.C([O:48][C:49](=[O:60])[C:50]([S:53][C:54]1[S:58][C:57]([NH2:59])=[N:56][CH:55]=1)([CH3:52])[CH3:51])C.